From a dataset of Reaction yield outcomes from USPTO patents with 853,638 reactions. Predict the reaction yield, written as a fraction of the theoretical maximum amount of product (1.0 means a 100% yield; for example, 0.34 means a 34% yield). (1) The reactants are [C:1]1([CH2:7][CH2:8][N:9]([CH2:20][C:21]2[N:25]([CH2:26][CH2:27][CH2:28][C:29]#[N:30])[C:24]3[CH:31]=[CH:32][CH:33]=[CH:34][C:23]=3[N:22]=2)[CH:10]2[C:19]3[N:18]=[CH:17][CH:16]=[CH:15][C:14]=3[CH2:13][CH2:12][CH2:11]2)[CH:6]=[CH:5][CH:4]=[CH:3][CH:2]=1.NCCCN1C2C=CC=CC=2N=C1CN(C)C1C2N=CC=CC=2CCC1. No catalyst specified. The product is [NH2:30][CH2:29][CH2:28][CH2:27][CH2:26][N:25]1[C:24]2[CH:31]=[CH:32][CH:33]=[CH:34][C:23]=2[N:22]=[C:21]1[CH2:20][N:9]([CH2:8][CH2:7][C:1]1[CH:2]=[CH:3][CH:4]=[CH:5][CH:6]=1)[CH:10]1[C:19]2[N:18]=[CH:17][CH:16]=[CH:15][C:14]=2[CH2:13][CH2:12][CH2:11]1. The yield is 0.540. (2) The reactants are Cl.[CH3:2][C:3]1([CH3:16])[C:7]([CH3:9])([CH3:8])[O:6][B:5]([C:10]2[CH2:11][CH2:12][NH:13][CH2:14][CH:15]=2)[O:4]1.[C:17](Cl)([CH3:19])=[O:18]. The catalyst is C(Cl)Cl.CCOC(C)=O. The product is [CH3:9][C:7]1([CH3:8])[C:3]([CH3:16])([CH3:2])[O:4][B:5]([C:10]2[CH2:11][CH2:12][N:13]([C:17](=[O:18])[CH3:19])[CH2:14][CH:15]=2)[O:6]1. The yield is 0.870. (3) The reactants are Br[C:2]1[CH:3]=[C:4]([NH:10][C:11]2[CH:20]=[CH:19][C:18]3[CH2:17][N:16]([CH3:21])[CH2:15][CH2:14][C:13]=3[N:12]=2)[C:5](=[O:9])[N:6]([CH3:8])[CH:7]=1.[C:22]([O:25][CH2:26][C:27]1[C:32]([N:33]2[CH2:45][CH2:44][N:36]3[C:37]4[CH2:38][CH2:39][CH2:40][CH2:41][C:42]=4[CH:43]=[C:35]3[C:34]2=[O:46])=[CH:31][C:30]([F:47])=[CH:29][C:28]=1N1CCN2C3CCCCC=3C=C2C1=O)(=[O:24])[CH3:23].P([O-])([O-])([O-])=O.[K+].[K+].[K+].C([O-])(=O)C.[Na+]. The catalyst is ClCCl.[Pd](Cl)Cl.C1(P(C2C=CC=CC=2)[C-]2C=CC=C2)C=CC=CC=1.[C-]1(P(C2C=CC=CC=2)C2C=CC=CC=2)C=CC=C1.[Fe+2].O.C(#N)C. The product is [C:22]([O:25][CH2:26][C:27]1[C:32]([N:33]2[CH2:45][CH2:44][N:36]3[C:37]4[CH2:38][CH2:39][CH2:40][CH2:41][C:42]=4[CH:43]=[C:35]3[C:34]2=[O:46])=[CH:31][C:30]([F:47])=[CH:29][C:28]=1[C:2]1[CH:3]=[C:4]([NH:10][C:11]2[CH:20]=[CH:19][C:18]3[CH2:17][N:16]([CH3:21])[CH2:15][CH2:14][C:13]=3[N:12]=2)[C:5](=[O:9])[N:6]([CH3:8])[CH:7]=1)(=[O:24])[CH3:23]. The yield is 0.360.